The task is: Predict the reaction yield, written as a fraction of the theoretical maximum amount of product (1.0 means a 100% yield; for example, 0.34 means a 34% yield).. This data is from Reaction yield outcomes from USPTO patents with 853,638 reactions. (1) The reactants are [CH:1]([C:3]1[CH:4]=[C:5]([CH:10]=[CH:11][CH:12]=1)[C:6]([O:8]C)=[O:7])=[O:2].[OH-].[Na+].C(OCC)(=O)C.Cl. The catalyst is CO. The product is [CH:1]([C:3]1[CH:4]=[C:5]([CH:10]=[CH:11][CH:12]=1)[C:6]([OH:8])=[O:7])=[O:2]. The yield is 0.995. (2) The reactants are Cl[C:2]1[N:3]=[C:4]2[CH:10]=[C:9]([C:11]([NH:13][C:14]3[CH:19]=[C:18]([NH:20][C:21](=[O:33])[C:22]4[CH:27]=[CH:26][CH:25]=[C:24]([C:28]([C:31]#[N:32])([CH3:30])[CH3:29])[CH:23]=4)[CH:17]=[CH:16][C:15]=3[CH3:34])=[O:12])[S:8][C:5]2=[N:6][CH:7]=1.[N:35]1[CH:40]=[CH:39][CH:38]=[C:37](B(O)O)[CH:36]=1.P([O-])([O-])([O-])=O.[K+].[K+].[K+].C1(P(C2CCCCC2)C2C=CC=CC=2C2C(C(C)C)=CC(C(C)C)=CC=2C(C)C)CCCCC1. The catalyst is CCC(O)C.CCOC(C)=O.C1C=CC(/C=C/C(/C=C/C2C=CC=CC=2)=O)=CC=1.C1C=CC(/C=C/C(/C=C/C2C=CC=CC=2)=O)=CC=1.C1C=CC(/C=C/C(/C=C/C2C=CC=CC=2)=O)=CC=1.[Pd].[Pd]. The product is [C:31]([C:28]([C:24]1[CH:23]=[C:22]([CH:27]=[CH:26][CH:25]=1)[C:21]([NH:20][C:18]1[CH:17]=[CH:16][C:15]([CH3:34])=[C:14]([NH:13][C:11]([C:9]2[S:8][C:5]3=[N:6][CH:7]=[C:2]([C:37]4[CH:36]=[N:35][CH:40]=[CH:39][CH:38]=4)[N:3]=[C:4]3[CH:10]=2)=[O:12])[CH:19]=1)=[O:33])([CH3:30])[CH3:29])#[N:32]. The yield is 0.276. (3) The reactants are [C:1]([O:5][C:6]([N:8]1[CH2:12][CH2:11][CH2:10][C@H:9]1[CH2:13][O:14][C:15]1[CH:25]=[CH:24][C:18]([C:19]([O:21]CC)=[O:20])=[CH:17][CH:16]=1)=[O:7])([CH3:4])([CH3:3])[CH3:2].[OH-].[Na+]. The catalyst is CO. The product is [C:1]([O:5][C:6]([N:8]1[CH2:12][CH2:11][CH2:10][C@H:9]1[CH2:13][O:14][C:15]1[CH:16]=[CH:17][C:18]([C:19]([OH:21])=[O:20])=[CH:24][CH:25]=1)=[O:7])([CH3:4])([CH3:2])[CH3:3]. The yield is 0.950. (4) The reactants are [Br:1][C:2]1[C:7](=[O:8])[N:6]([C:9]2[CH:10]=[C:11]([CH:15]=[CH:16][C:17]=2[CH3:18])[C:12]([OH:14])=O)[CH:5]=[N:4][C:3]=1[O:19][CH2:20][C:21]1[CH:26]=[CH:25][C:24]([F:27])=[CH:23][C:22]=1[F:28].ClC(OCC(C)C)=O.CN1CCOCC1.[NH2:44][C@@H:45]([CH3:48])[CH2:46][OH:47]. The catalyst is CC(N(C)C)=O.CN(C1C=CN=CC=1)C. The product is [Br:1][C:2]1[C:7](=[O:8])[N:6]([C:9]2[CH:10]=[C:11]([CH:15]=[CH:16][C:17]=2[CH3:18])[C:12]([NH:44][C@@H:45]([CH3:48])[CH2:46][OH:47])=[O:14])[CH:5]=[N:4][C:3]=1[O:19][CH2:20][C:21]1[CH:26]=[CH:25][C:24]([F:27])=[CH:23][C:22]=1[F:28]. The yield is 0.670. (5) The reactants are [NH2:1][C:2]1[CH:3]=[N:4][N:5]([CH3:22])[C:6]=1[NH:7][CH2:8][CH:9]1[CH2:14][CH2:13][N:12](C(OC(C)(C)C)=O)[CH2:11][CH2:10]1.C(OC([NH:30][C:31]1[S:35][C:34]([C:36]2[CH:41]=[CH:40][CH:39]=[CH:38][C:37]=2[F:42])=[N:33][C:32]=1[C:43](O)=[O:44])=O)(C)(C)C.CN(C(ON1N=NC2C=CC=NC1=2)=[N+](C)C)C.F[P-](F)(F)(F)(F)F. No catalyst specified. The product is [NH2:30][C:31]1[S:35][C:34]([C:36]2[CH:41]=[CH:40][CH:39]=[CH:38][C:37]=2[F:42])=[N:33][C:32]=1[C:43]([NH:1][C:2]1[CH:3]=[N:4][N:5]([CH3:22])[C:6]=1[NH:7][CH2:8][CH:9]1[CH2:10][CH2:11][NH:12][CH2:13][CH2:14]1)=[O:44]. The yield is 0.100. (6) The reactants are [H-].[Al+3].[Li+].[H-].[H-].[H-].[NH:7]1[C:15]2[CH:14]=[CH:13][CH:12]=[C:11]([C:16](OC)=[O:17])[C:10]=2[CH:9]=[CH:8]1. The catalyst is C1COCC1. The product is [OH:17][CH2:16][C:11]1[CH:12]=[CH:13][CH:14]=[C:15]2[C:10]=1[CH:9]=[CH:8][NH:7]2. The yield is 0.990. (7) The reactants are [CH2:1]([OH:8])[C:2]1[CH:7]=[CH:6][CH:5]=[CH:4][CH:3]=1.C([Li])CCC.I[C:15]1[S:16][CH:17]=[CH:18][CH:19]=1.N1C=CC=CC=1. The catalyst is COCCOC.[Cu]Cl.C(OCC)(=O)C. The product is [CH2:1]([O:8][C:15]1[S:16][CH:17]=[CH:18][CH:19]=1)[C:2]1[CH:7]=[CH:6][CH:5]=[CH:4][CH:3]=1. The yield is 0.0950.